Dataset: Catalyst prediction with 721,799 reactions and 888 catalyst types from USPTO. Task: Predict which catalyst facilitates the given reaction. (1) Product: [CH3:6][O:7][C:8](=[O:16])[C:9]1[CH:14]=[CH:13][CH:12]=[C:11]([O:15][C:24]2[CH:29]=[CH:28][C:27]([C:30]([F:33])([F:32])[F:31])=[CH:26][N:25]=2)[CH:10]=1. The catalyst class is: 6. Reactant: CN(C)C=O.[CH3:6][O:7][C:8](=[O:16])[C:9]1[CH:14]=[CH:13][CH:12]=[C:11]([OH:15])[CH:10]=1.CC(C)([O-])C.[K+].Br[C:24]1[CH:29]=[CH:28][C:27]([C:30]([F:33])([F:32])[F:31])=[CH:26][N:25]=1. (2) Reactant: [CH2:1]([C:4]1[CH:9]=[C:8]([C:10]([F:13])([F:12])[F:11])[CH:7]=[CH:6][C:5]=1[OH:14])[CH:2]=[CH2:3]. Product: [CH2:1]([C:4]1[CH:9]=[C:8]([C:10]([F:12])([F:13])[F:11])[CH:7]=[CH:6][C:5]=1[OH:14])[CH2:2][CH3:3]. The catalyst class is: 50. (3) Reactant: C([O:3][C:4]1[CH:9]=[C:8]([Br:10])[CH:7]=[CH:6][C:5]=1[O:11][CH2:12][C@H:13]1[CH2:15][O:14]1)=O.[OH-].[K+]. Product: [Br:10][C:8]1[CH:7]=[CH:6][C:5]2[O:11][CH2:12][C@H:13]([CH2:15][OH:14])[O:3][C:4]=2[CH:9]=1. The catalyst class is: 12. (4) Reactant: [CH:1]1([N:5]2[CH2:9][CH2:8][C@@H:7]([N:10]3[CH2:19][CH2:18][C:17]4[C:12](=[CH:13][CH:14]=[C:15]([OH:20])[CH:16]=4)[C:11]3=[O:21])[CH2:6]2)[CH2:4][CH2:3][CH2:2]1.C1C=CC(N([S:29]([C:32]([F:35])([F:34])[F:33])(=[O:31])=[O:30])[S:29]([C:32]([F:35])([F:34])[F:33])(=[O:31])=[O:30])=CC=1.C(N(CC)CC)C. Product: [F:33][C:32]([F:35])([F:34])[S:29]([O:20][C:15]1[CH:16]=[C:17]2[C:12](=[CH:13][CH:14]=1)[C:11](=[O:21])[N:10]([C@@H:7]1[CH2:8][CH2:9][N:5]([CH:1]3[CH2:2][CH2:3][CH2:4]3)[CH2:6]1)[CH2:19][CH2:18]2)(=[O:31])=[O:30]. The catalyst class is: 2. (5) Product: [F:23][C:21]1[CH:20]=[CH:19][C:18]([NH:24][C:25]2[C:26]3[C:33]([CH3:34])=[C:32]([C:35]([NH2:37])=[O:36])[S:31][C:27]=3[N:28]=[CH:29][N:30]=2)=[C:17]([O:16][C@H:13]2[CH2:14][CH2:15][C@H:10]([NH:9][CH:5]3[CH2:6][CH2:7][N:2]([CH3:1])[CH2:3][CH2:4]3)[CH2:11][CH2:12]2)[CH:22]=1. The catalyst class is: 130. Reactant: [CH3:1][N:2]1[CH2:7][CH2:6][C:5](=O)[CH2:4][CH2:3]1.[NH2:9][C@H:10]1[CH2:15][CH2:14][C@H:13]([O:16][C:17]2[CH:22]=[C:21]([F:23])[CH:20]=[CH:19][C:18]=2[NH:24][C:25]2[C:26]3[C:33]([CH3:34])=[C:32]([C:35]([NH2:37])=[O:36])[S:31][C:27]=3[N:28]=[CH:29][N:30]=2)[CH2:12][CH2:11]1.C([BH3-])#N.[Na+]. (6) Reactant: [C:1]([C:3]1[CH:8]=[CH:7][C:6]([NH:9][CH:10]([C:16]2[CH:21]=[C:20]([C:22]3[N:23](O)[C:24]([CH3:27])=[N:25][CH:26]=3)[CH:19]=[C:18]([O:29][CH2:30][CH3:31])[CH:17]=2)[C:11]([O:13][CH2:14][CH3:15])=[O:12])=[CH:5][CH:4]=1)#[N:2].C([O-])(O)=O.[Na+]. Product: [C:1]([C:3]1[CH:8]=[CH:7][C:6]([NH:9][CH:10]([C:16]2[CH:21]=[C:20]([C:22]3[NH:23][C:24]([CH3:27])=[N:25][CH:26]=3)[CH:19]=[C:18]([O:29][CH2:30][CH3:31])[CH:17]=2)[C:11]([O:13][CH2:14][CH3:15])=[O:12])=[CH:5][CH:4]=1)#[N:2]. The catalyst class is: 72.